This data is from Full USPTO retrosynthesis dataset with 1.9M reactions from patents (1976-2016). The task is: Predict the reactants needed to synthesize the given product. Given the product [CH3:34][O:35][C:27](=[O:1])[CH:26]([C:15]1[N:16]([CH3:25])[C:17](=[O:24])[C:18]2[C:23]([C:14]=1[C:9]1[CH:10]=[CH:11][C:12]([F:13])=[C:7]([F:6])[CH:8]=1)=[CH:22][CH:21]=[CH:20][CH:19]=2)[OH:29], predict the reactants needed to synthesize it. The reactants are: [OH:1]S(O)(=O)=O.[F:6][C:7]1[CH:8]=[C:9]([C:14]2[C:23]3[C:18](=[CH:19][CH:20]=[CH:21][CH:22]=3)[C:17](=[O:24])[N:16]([CH3:25])[C:15]=2[CH:26]([O:29][Si](C)(C)C)[C:27]#N)[CH:10]=[CH:11][C:12]=1[F:13].[CH3:34][OH:35].